From a dataset of Full USPTO retrosynthesis dataset with 1.9M reactions from patents (1976-2016). Predict the reactants needed to synthesize the given product. (1) Given the product [ClH:39].[NH2:8][CH2:9][CH2:10][NH:11][C:12]([C:14]1[CH:15]=[C:16]([S:20]([N:23]2[CH2:27][CH2:26][S:25][C@H:24]2[C:28]([O:30][C@H:31]([C:42]2[CH:47]=[CH:46][C:45]([O:48][CH:49]([F:50])[F:51])=[C:44]([O:52][CH2:53][CH:54]3[CH2:56][CH2:55]3)[CH:43]=2)[CH2:32][C:33]2[C:38]([Cl:39])=[CH:37][N+:36]([O-:40])=[CH:35][C:34]=2[Cl:41])=[O:29])(=[O:21])=[O:22])[CH:17]=[CH:18][CH:19]=1)=[O:13], predict the reactants needed to synthesize it. The reactants are: C(OC([NH:8][CH2:9][CH2:10][NH:11][C:12]([C:14]1[CH:15]=[C:16]([S:20]([N:23]2[CH2:27][CH2:26][S:25][C@H:24]2[C:28]([O:30][C@H:31]([C:42]2[CH:47]=[CH:46][C:45]([O:48][CH:49]([F:51])[F:50])=[C:44]([O:52][CH2:53][CH:54]3[CH2:56][CH2:55]3)[CH:43]=2)[CH2:32][C:33]2[C:38]([Cl:39])=[CH:37][N+:36]([O-:40])=[CH:35][C:34]=2[Cl:41])=[O:29])(=[O:22])=[O:21])[CH:17]=[CH:18][CH:19]=1)=[O:13])=O)(C)(C)C.C(OCC)(=O)C. (2) Given the product [Cl:1][C:2]1[CH:7]=[C:6]([Cl:8])[N:5]=[N:4][C:3]=1[C:9]([OH:11])=[O:10], predict the reactants needed to synthesize it. The reactants are: [Cl:1][C:2]1[CH:7]=[C:6]([Cl:8])[N:5]=[N:4][C:3]=1[C:9]([O:11]C)=[O:10].[Li+].[OH-].Cl. (3) Given the product [C:4]([CH:6]1[CH2:11][CH2:10][NH:9][C:8](=[O:12])[CH2:7]1)(=[O:5])[CH3:17], predict the reactants needed to synthesize it. The reactants are: CON(C)[C:4]([CH:6]1[CH2:11][CH2:10][NH:9][C:8](=[O:12])[CH2:7]1)=[O:5].C[Mg+].[Br-].[CH3:17]COCC. (4) The reactants are: N1(C/C(/C2SC=CN=2)=C/[C:9]2[CH:18]=[CH:17][C:12]([C:13]([O:15]C)=[O:14])=[C:11]([C:19]3[CH:24]=[CH:23][CH:22]=[CH:21][CH:20]=3)[CH:10]=2)C=CN=C1.[OH-].[Na+]. Given the product [C:19]1([C:11]2[CH:10]=[CH:9][CH:18]=[CH:17][C:12]=2[C:13]([OH:15])=[O:14])[CH:20]=[CH:21][CH:22]=[CH:23][CH:24]=1, predict the reactants needed to synthesize it. (5) Given the product [F:1][C:2]1[CH:3]=[C:4]([CH:8]=[C:9]([C:11]([F:14])([F:13])[F:12])[CH:10]=1)[C:5]([N:22]([CH:23]([CH3:25])[CH3:24])[CH:19]([CH3:21])[CH3:20])=[O:7], predict the reactants needed to synthesize it. The reactants are: [F:1][C:2]1[CH:3]=[C:4]([CH:8]=[C:9]([C:11]([F:14])([F:13])[F:12])[CH:10]=1)[C:5]([OH:7])=O.S(Cl)(Cl)=O.[CH:19]([NH:22][CH:23]([CH3:25])[CH3:24])([CH3:21])[CH3:20]. (6) The reactants are: [Br:1][C:2]1[CH:3]=[C:4]2[C:9](=[C:10]([C:12]([OH:14])=[O:13])[CH:11]=1)[O:8][C:7]([CH3:16])([CH3:15])[CH2:6][C:5]2([CH3:18])[CH3:17].[CH2:19](O)[C:20]([CH3:23])([CH3:22])[CH3:21].C1(N=C=NC2CCCCC2)CCCCC1. Given the product [CH3:19][C:20]([CH3:23])([CH3:22])[CH2:21][O:13][C:12]([C:10]1[CH:11]=[C:2]([Br:1])[CH:3]=[C:4]2[C:9]=1[O:8][C:7]([CH3:16])([CH3:15])[CH2:6][C:5]2([CH3:18])[CH3:17])=[O:14], predict the reactants needed to synthesize it. (7) Given the product [CH3:12][CH:13]([CH3:15])[CH:14]=[N:5][C:1]([CH3:4])([CH3:3])[CH3:2], predict the reactants needed to synthesize it. The reactants are: [C:1]([NH2:5])([CH3:4])([CH3:3])[CH3:2].S([O-])([O-])(=O)=O.[Mg+2].[CH:12](=O)[CH:13]([CH3:15])[CH3:14]. (8) The reactants are: [CH2:1]([O:8][CH2:9][CH:10]([NH:28][C:29](=[O:41])[CH2:30][CH2:31][CH2:32][CH2:33][NH:34][C:35]1[CH:40]=[CH:39][CH:38]=[CH:37][N:36]=1)[C:11]([NH:13][CH:14]([C:20]1[CH:25]=[C:24]([I:26])[CH:23]=[C:22]([Cl:27])[CH:21]=1)[CH2:15][C:16]([O:18]C)=[O:17])=[O:12])[C:2]1[CH:7]=[CH:6][CH:5]=[CH:4][CH:3]=1.O.C(#N)C. Given the product [CH2:1]([O:8][CH2:9][CH:10]([NH:28][C:29](=[O:41])[CH2:30][CH2:31][CH2:32][CH2:33][NH:34][C:35]1[CH:40]=[CH:39][CH:38]=[CH:37][N:36]=1)[C:11]([NH:13][CH:14]([C:20]1[CH:25]=[C:24]([I:26])[CH:23]=[C:22]([Cl:27])[CH:21]=1)[CH2:15][C:16]([OH:18])=[O:17])=[O:12])[C:2]1[CH:3]=[CH:4][CH:5]=[CH:6][CH:7]=1, predict the reactants needed to synthesize it. (9) Given the product [NH2:33][C:7]1[C:6]2[N:5]([C:4]([C@@H:13]3[CH2:18][CH2:17][CH2:16][N:15]([C:19]([O:21][CH2:22][C:23]4[CH:28]=[CH:27][CH:26]=[CH:25][CH:24]=4)=[O:20])[CH2:14]3)=[N:3][C:2]=2[Br:1])[C:10]([CH3:11])=[CH:9][N:8]=1, predict the reactants needed to synthesize it. The reactants are: [Br:1][C:2]1[N:3]=[C:4]([C@@H:13]2[CH2:18][CH2:17][CH2:16][N:15]([C:19]([O:21][CH2:22][C:23]3[CH:28]=[CH:27][CH:26]=[CH:25][CH:24]=3)=[O:20])[CH2:14]2)[N:5]2[C:10]([CH3:11])=[CH:9][N:8]=[C:7](Cl)[C:6]=12.CC(O)C.[NH3:33].